From a dataset of Reaction yield outcomes from USPTO patents with 853,638 reactions. Predict the reaction yield, written as a fraction of the theoretical maximum amount of product (1.0 means a 100% yield; for example, 0.34 means a 34% yield). The reactants are [CH3:13][C:12]([O:11][C:9](O[C:9]([O:11][C:12]([CH3:15])([CH3:14])[CH3:13])=[O:10])=[O:10])([CH3:15])[CH3:14].[NH2:16][CH2:17][CH2:18][CH2:19][OH:20].CCOCC.CCOC(C)=O. The catalyst is C(Cl)Cl.CCOCC. The product is [C:12]([O:11][C:9]([NH:16][CH2:17][CH2:18][CH2:19][OH:20])=[O:10])([CH3:13])([CH3:14])[CH3:15]. The yield is 1.00.